This data is from Forward reaction prediction with 1.9M reactions from USPTO patents (1976-2016). The task is: Predict the product of the given reaction. (1) Given the reactants [NH2:1][C:2]1[CH:10]=[C:9](F)[CH:8]=[CH:7][C:3]=1C(O)=O.[CH:12]([NH2:14])=O.[F:15][C:16]1C=C2C(C(O)=NC=N2)=CC=1.[N+:27]([O-:30])(O)=[O:28].S(=O)(=O)(O)O.[F:36][C:37]1[CH:46]=[C:45]2[C:40]([C:41](O)=[N:42][CH:43]=[N:44]2)=[CH:39][C:38]=1[N+:48]([O-:50])=[O:49].S(Cl)([Cl:53])=O, predict the reaction product. The product is: [Cl:53][C:41]1[C:40]2[C:45](=[CH:46][C:37]([F:36])=[C:38]([N+:48]([O-:50])=[O:49])[CH:39]=2)[N:44]=[CH:43][N:42]=1.[Cl:53][C:2]1[C:3]2[C:12](=[CH:10][CH:9]=[C:8]([N+:27]([O-:30])=[O:28])[CH:7]=2)[N:14]=[C:16]([F:15])[N:1]=1. (2) Given the reactants [CH:1]1([C:5]2[N:6]([C:21]3[CH:26]=[CH:25][CH:24]=[CH:23][CH:22]=3)[C:7](=[O:20])[C:8]3[C:9](=[O:19])[C:10]4[CH:18]=[CH:17][CH:16]=[CH:15][C:11]=4[NH:12][C:13]=3[CH:14]=2)[CH2:4][CH2:3][CH2:2]1.[CH3:27]N(C=O)C.CI, predict the reaction product. The product is: [CH:1]1([C:5]2[N:6]([C:21]3[CH:22]=[CH:23][CH:24]=[CH:25][CH:26]=3)[C:7](=[O:20])[C:8]3[C:9](=[O:19])[C:10]4[CH:18]=[CH:17][CH:16]=[CH:15][C:11]=4[N:12]([CH3:27])[C:13]=3[CH:14]=2)[CH2:2][CH2:3][CH2:4]1. (3) Given the reactants [Br:1][C:2]1[N:7]=[C:6]([NH:8][CH2:9][C:10]2[CH:11]=[C:12]3[C:17](=[CH:18][CH:19]=2)[N:16]=[CH:15][CH:14]=[CH:13]3)[C:5]([NH2:20])=[N:4][CH:3]=1.[N:21]([O-])=O.[Na+].S(=O)(=O)(O)O.[OH-].[Na+], predict the reaction product. The product is: [Br:1][C:2]1[N:7]=[C:6]2[N:8]([CH2:9][C:10]3[CH:11]=[C:12]4[C:17](=[CH:18][CH:19]=3)[N:16]=[CH:15][CH:14]=[CH:13]4)[N:21]=[N:20][C:5]2=[N:4][CH:3]=1.